From a dataset of Forward reaction prediction with 1.9M reactions from USPTO patents (1976-2016). Predict the product of the given reaction. (1) The product is: [ClH:24].[NH2:14][CH2:2][C:3]1[N:4]=[CH:5][C:6]([C:9]([O:11][CH3:12])=[O:10])=[N:7][CH:8]=1. Given the reactants Br[CH2:2][C:3]1[N:4]=[CH:5][C:6]([C:9]([O:11][CH3:12])=[O:10])=[N:7][CH:8]=1.C1N2CN3CN(C2)C[N:14]1C3.C(Cl)(Cl)[Cl:24], predict the reaction product. (2) Given the reactants [C:1]([CH:3]([C:17]1[CH:18]=[N:19][CH:20]=[N:21][CH:22]=1)[N:4]1[CH2:9][CH2:8][N:7]([C:10]([O:12][C:13]([CH3:16])([CH3:15])[CH3:14])=[O:11])[CH2:6][CH2:5]1)#[N:2].CS(C)=[O:25].[OH-].[Na+].O.OO.[NH4+].[Cl-], predict the reaction product. The product is: [NH2:2][C:1](=[O:25])[CH:3]([N:4]1[CH2:9][CH2:8][N:7]([C:10]([O:12][C:13]([CH3:16])([CH3:15])[CH3:14])=[O:11])[CH2:6][CH2:5]1)[C:17]1[CH:18]=[N:19][CH:20]=[N:21][CH:22]=1. (3) Given the reactants [F:1][C:2]1[CH:7]=[CH:6][C:5]([NH:8][CH2:9][CH2:10][C:11]#N)=[C:4]([N+:13]([O-:15])=[O:14])[CH:3]=1.[OH-:16].[Na+].C[OH:19], predict the reaction product. The product is: [F:1][C:2]1[CH:7]=[CH:6][C:5]([NH:8][CH2:9][CH2:10][C:11]([OH:19])=[O:16])=[C:4]([N+:13]([O-:15])=[O:14])[CH:3]=1. (4) The product is: [Cl:16][C:17]1[C:23]([Cl:24])=[CH:22][CH:21]=[CH:20][C:18]=1[NH:19][C:2]1[N:7]=[C:6]([C:8]([F:11])([F:10])[F:9])[C:5]([C:12]([O:14][CH3:15])=[O:13])=[CH:4][N:3]=1. Given the reactants Cl[C:2]1[N:7]=[C:6]([C:8]([F:11])([F:10])[F:9])[C:5]([C:12]([O:14][CH3:15])=[O:13])=[CH:4][N:3]=1.[Cl:16][C:17]1[C:23]([Cl:24])=[CH:22][CH:21]=[CH:20][C:18]=1[NH2:19], predict the reaction product. (5) The product is: [Br:17][C:14]1[CH:15]=[CH:16][C:11]([O:9][CH:6]2[CH2:7][CH2:8][NH:3][CH2:4][CH2:5]2)=[N:12][CH:13]=1. Given the reactants [H-].[Na+].[NH:3]1[CH2:8][CH2:7][CH:6]([OH:9])[CH2:5][CH2:4]1.Br[C:11]1[CH:16]=[CH:15][C:14]([Br:17])=[CH:13][N:12]=1, predict the reaction product. (6) Given the reactants [Cl:1][C:2]1[CH:10]=[CH:9][C:8]([S:11]([OH:13])=[O:12])=[CH:7][C:3]=1[C:4]([OH:6])=[O:5].[CH3:14][NH2:15], predict the reaction product. The product is: [Cl:1][C:2]1[CH:10]=[CH:9][C:8]([S:11](=[O:13])(=[O:12])[NH:15][CH3:14])=[CH:7][C:3]=1[C:4]([OH:6])=[O:5]. (7) Given the reactants [F:1][C:2]1[CH:7]=[CH:6][CH:5]=[CH:4][C:3]=1[NH:8][C:9]1[CH:10]=[N:11][N:12]([CH3:17])[C:13]=1[C:14]([OH:16])=O.FC1C=CC(NC2C=NN(C)C=2C(O)=O)=CC=1, predict the reaction product. The product is: [F:1][C:2]1[C:3]2[NH:8][C:9]3[CH:10]=[N:11][N:12]([CH3:17])[C:13]=3[C:14](=[O:16])[C:4]=2[CH:5]=[CH:6][CH:7]=1.